Dataset: Full USPTO retrosynthesis dataset with 1.9M reactions from patents (1976-2016). Task: Predict the reactants needed to synthesize the given product. (1) Given the product [N:19]1[N:20]([C:29]2[C:28]([C:17]([N:15]3[CH2:14][CH:12]4[CH:11]([CH2:10][N:9]([C:4]5[N:3]=[C:2]([CH3:1])[CH:7]=[C:6]([CH3:8])[N:5]=5)[CH2:13]4)[CH2:16]3)=[O:18])=[CH:6][CH:7]=[CH:2][N:3]=2)[N:21]=[CH:22][CH:23]=1, predict the reactants needed to synthesize it. The reactants are: [CH3:1][C:2]1[CH:7]=[C:6]([CH3:8])[N:5]=[C:4]([N:9]2[CH2:13][CH:12]3[CH2:14][N:15]([CH:17]=[O:18])[CH2:16][CH:11]3[CH2:10]2)[N:3]=1.[NH:19]1[CH:23]=[CH:22][N:21]=[N:20]1.O1[CH2:29][CH2:28]OCC1. (2) Given the product [C:1]([C:3]1[CH:4]=[C:5]2[C:13](=[CH:14][CH:15]=1)[N:12]([CH2:29][C:28]1[CH:31]=[CH:32][CH:33]=[CH:34][C:27]=1[O:26][CH3:25])[C:11]1[CH2:10][CH2:9][CH:8]([NH:16][C:17](=[O:21])[CH:18]([CH3:19])[CH3:20])[CH2:7][C:6]2=1)#[N:2], predict the reactants needed to synthesize it. The reactants are: [C:1]([C:3]1[CH:4]=[C:5]2[C:13](=[CH:14][CH:15]=1)[NH:12][C:11]1[CH2:10][CH2:9][CH:8]([NH:16][C:17](=[O:21])[CH:18]([CH3:20])[CH3:19])[CH2:7][C:6]2=1)#[N:2].[H-].[Na+].[Na].[CH3:25][O:26][C:27]1[CH:34]=[CH:33][CH:32]=[CH:31][C:28]=1[CH2:29]Cl.